This data is from Peptide-MHC class II binding affinity with 134,281 pairs from IEDB. The task is: Regression. Given a peptide amino acid sequence and an MHC pseudo amino acid sequence, predict their binding affinity value. This is MHC class II binding data. (1) The peptide sequence is IDGVKLESMGVYQILAIYSTVASSL. The MHC is DRB1_0301 with pseudo-sequence DRB1_0301. The binding affinity (normalized) is 0. (2) The peptide sequence is TEAEDVIPEGWKADT. The MHC is HLA-DQA10501-DQB10201 with pseudo-sequence HLA-DQA10501-DQB10201. The binding affinity (normalized) is 0.488.